From a dataset of NCI-60 drug combinations with 297,098 pairs across 59 cell lines. Regression. Given two drug SMILES strings and cell line genomic features, predict the synergy score measuring deviation from expected non-interaction effect. (1) Drug 1: C(CCl)NC(=O)N(CCCl)N=O. Drug 2: CC1CCCC2(C(O2)CC(NC(=O)CC(C(C(=O)C(C1O)C)(C)C)O)C(=CC3=CSC(=N3)C)C)C. Cell line: ACHN. Synergy scores: CSS=31.1, Synergy_ZIP=0.620, Synergy_Bliss=0.887, Synergy_Loewe=-15.6, Synergy_HSA=1.94. (2) Drug 1: C1=CC(=CC=C1CCC2=CNC3=C2C(=O)NC(=N3)N)C(=O)NC(CCC(=O)O)C(=O)O. Drug 2: CC(C)NC(=O)C1=CC=C(C=C1)CNNC.Cl. Cell line: HOP-62. Synergy scores: CSS=16.8, Synergy_ZIP=-4.64, Synergy_Bliss=-4.04, Synergy_Loewe=-60.3, Synergy_HSA=-6.34. (3) Drug 1: CC1=C(C(CCC1)(C)C)C=CC(=CC=CC(=CC(=O)O)C)C. Drug 2: CC1=C(C=C(C=C1)C(=O)NC2=CC(=CC(=C2)C(F)(F)F)N3C=C(N=C3)C)NC4=NC=CC(=N4)C5=CN=CC=C5. Cell line: M14. Synergy scores: CSS=2.88, Synergy_ZIP=0.265, Synergy_Bliss=2.17, Synergy_Loewe=0.600, Synergy_HSA=0.696. (4) Drug 1: CC(CN1CC(=O)NC(=O)C1)N2CC(=O)NC(=O)C2. Drug 2: C1C(C(OC1N2C=C(C(=O)NC2=O)F)CO)O. Cell line: UACC-257. Synergy scores: CSS=13.2, Synergy_ZIP=-7.03, Synergy_Bliss=-8.12, Synergy_Loewe=-12.8, Synergy_HSA=-7.29. (5) Drug 1: CNC(=O)C1=CC=CC=C1SC2=CC3=C(C=C2)C(=NN3)C=CC4=CC=CC=N4. Drug 2: CC1=CC2C(CCC3(C2CCC3(C(=O)C)OC(=O)C)C)C4(C1=CC(=O)CC4)C. Cell line: A549. Synergy scores: CSS=21.1, Synergy_ZIP=1.55, Synergy_Bliss=7.83, Synergy_Loewe=6.74, Synergy_HSA=9.65. (6) Drug 1: CCC1=C2CN3C(=CC4=C(C3=O)COC(=O)C4(CC)O)C2=NC5=C1C=C(C=C5)O. Drug 2: CCCCC(=O)OCC(=O)C1(CC(C2=C(C1)C(=C3C(=C2O)C(=O)C4=C(C3=O)C=CC=C4OC)O)OC5CC(C(C(O5)C)O)NC(=O)C(F)(F)F)O. Cell line: EKVX. Synergy scores: CSS=21.6, Synergy_ZIP=-5.61, Synergy_Bliss=8.15, Synergy_Loewe=5.28, Synergy_HSA=5.71. (7) Drug 1: CC1=CC2C(CCC3(C2CCC3(C(=O)C)OC(=O)C)C)C4(C1=CC(=O)CC4)C. Drug 2: C1C(C(OC1N2C=NC(=NC2=O)N)CO)O. Cell line: HCC-2998. Synergy scores: CSS=10.4, Synergy_ZIP=1.84, Synergy_Bliss=-0.513, Synergy_Loewe=-23.8, Synergy_HSA=-3.08.